This data is from Full USPTO retrosynthesis dataset with 1.9M reactions from patents (1976-2016). The task is: Predict the reactants needed to synthesize the given product. (1) Given the product [OH:14][CH2:2][C:3]([C:5]1[CH:6]=[C:7]([OH:12])[C:8](=[CH:10][CH:11]=1)[OH:9])=[O:4], predict the reactants needed to synthesize it. The reactants are: Cl[CH2:2][C:3]([C:5]1[CH:6]=[C:7]([OH:12])[C:8](=[CH:10][CH:11]=1)[OH:9])=[O:4].C([O-])=[O:14].[Na+].Cl.[Na].[Cl-]. (2) Given the product [N+:15]([C:12]1[CH:13]=[CH:14][C:9]([CH:3]([C:2](=[O:7])[CH3:1])[C:4](=[O:6])[CH3:5])=[CH:10][CH:11]=1)([O-:17])=[O:16], predict the reactants needed to synthesize it. The reactants are: [CH3:1][C:2](=[O:7])[CH2:3][C:4](=[O:6])[CH3:5].I[C:9]1[CH:14]=[CH:13][C:12]([N+:15]([O-:17])=[O:16])=[CH:11][CH:10]=1.C(=O)([O-])[O-].[K+].[K+]. (3) Given the product [Br:10][C:11]1[C:17]([F:18])=[CH:16][C:14]([N:15]=[C:6]=[S:7])=[CH:13][C:12]=1[Cl:19], predict the reactants needed to synthesize it. The reactants are: C(=O)([O-])[O-].[Ca+2].[C:6](Cl)(Cl)=[S:7].[Br:10][C:11]1[C:17]([F:18])=[CH:16][C:14]([NH2:15])=[CH:13][C:12]=1[Cl:19].Cl. (4) Given the product [CH3:30][C:2]1[CH:3]=[CH:4][C:5]2[C:14]([N:15]=1)=[C:13]1[C:8]([CH:9]=[CH:10][C:11]([CH2:16][CH2:17][CH2:18][O:19][N:20]=[C:21]([C:23]3[CH:28]=[CH:27][CH:26]=[C:25]([CH3:29])[N:24]=3)[CH3:22])=[N:12]1)=[CH:7][CH:6]=2, predict the reactants needed to synthesize it. The reactants are: Cl[C:2]1[CH:3]=[CH:4][C:5]2[C:14]([N:15]=1)=[C:13]1[C:8]([CH:9]=[CH:10][C:11]([CH2:16][CH2:17][CH2:18][O:19][N:20]=[C:21]([C:23]3[CH:28]=[CH:27][CH:26]=[C:25]([CH3:29])[N:24]=3)[CH3:22])=[N:12]1)=[CH:7][CH:6]=2.[C:30](=O)([O-])[O-].[Cs+].[Cs+].CB1OB(C)OB(C)O1.O.